From a dataset of Forward reaction prediction with 1.9M reactions from USPTO patents (1976-2016). Predict the product of the given reaction. (1) Given the reactants C(O[C:4]([N:6]=[C:7]=[S:8])=[O:5])C.[CH3:9][O:10][C:11]([CH3:23])([CH3:22])[CH2:12][NH:13][C:14]1[N:15]=[CH:16][NH:17][C:18]=1C(N)=O, predict the reaction product. The product is: [CH3:9][O:10][C:11]([CH3:23])([CH3:22])[CH2:12][N:13]1[C:14]2[N:15]=[CH:16][NH:17][C:18]=2[C:4](=[O:5])[NH:6][C:7]1=[S:8]. (2) Given the reactants [CH2:1]([S:7][C:8]1[N:13]=[C:12]([CH:14]=O)[CH:11]=[C:10]([CH3:16])[N:9]=1)[CH2:2][CH2:3][CH2:4][CH2:5][CH3:6].[CH3:17][CH:18]1[CH2:23][CH2:22][CH2:21][CH:20]([CH3:24])[NH:19]1.C([BH3-])#N.[Na+].O, predict the reaction product. The product is: [CH3:17][CH:18]1[CH2:23][CH2:22][CH2:21][CH:20]([CH3:24])[N:19]1[CH2:14][C:12]1[CH:11]=[C:10]([CH3:16])[N:9]=[C:8]([S:7][CH2:1][CH2:2][CH2:3][CH2:4][CH2:5][CH3:6])[N:13]=1. (3) The product is: [NH:1]1[CH2:6][CH2:5][CH:4]([C:7]2[CH:8]=[C:9]([C:13]3[O:14][C:15]4[C:21]([C:22]([NH2:24])=[O:23])=[CH:20][CH:19]=[CH:18][C:16]=4[N:17]=3)[CH:10]=[CH:11][CH:12]=2)[CH2:3][CH2:2]1. Given the reactants [N:1]1[CH:6]=[CH:5][C:4]([C:7]2[CH:8]=[C:9]([C:13]3[O:14][C:15]4[C:21]([C:22]([NH2:24])=[O:23])=[CH:20][CH:19]=[CH:18][C:16]=4[N:17]=3)[CH:10]=[CH:11][CH:12]=2)=[CH:3][CH:2]=1.[H][H].Cl, predict the reaction product. (4) The product is: [F:23][C:22]([F:25])([F:24])[C:17]1([CH2:16][N:13]2[CH2:14][CH2:15][CH:10]([CH2:9][O:8][C:5]3[N:6]=[CH:7][C:2]([C:33]4[CH:34]=[CH:35][C:30]([C:28]([O:27][CH3:26])=[O:29])=[CH:31][CH:32]=4)=[CH:3][CH:4]=3)[CH2:11][CH2:12]2)[CH2:21][CH2:20][CH2:19][CH2:18]1. Given the reactants Br[C:2]1[CH:3]=[CH:4][C:5]([O:8][CH2:9][CH:10]2[CH2:15][CH2:14][N:13]([CH2:16][C:17]3([C:22]([F:25])([F:24])[F:23])[CH2:21][CH2:20][CH2:19][CH2:18]3)[CH2:12][CH2:11]2)=[N:6][CH:7]=1.[CH3:26][O:27][C:28]([C:30]1[CH:35]=[CH:34][C:33](B(O)O)=[CH:32][CH:31]=1)=[O:29].C([O-])([O-])=O.[Cs+].[Cs+].O1CCOCC1, predict the reaction product.